From a dataset of Full USPTO retrosynthesis dataset with 1.9M reactions from patents (1976-2016). Predict the reactants needed to synthesize the given product. (1) Given the product [Si:1]([O:8][C@H:9]([C@@:11]1([NH:31][C:32]([N:34]([CH3:36])[CH3:35])=[O:33])[C:16](=[O:17])[C@@:15]2([CH2:18][O:19][Si:48]([C:45]([CH3:47])([CH3:46])[CH3:44])([C:55]3[CH:56]=[CH:57][CH:58]=[CH:59][CH:60]=3)[C:49]3[CH:54]=[CH:53][CH:52]=[CH:51][CH:50]=3)[C@H:13]([O:14]2)[C@@H:12]1[NH:20][C:21](=[O:30])[O:22][CH2:23][C:24]1[CH:29]=[CH:28][CH:27]=[CH:26][CH:25]=1)[CH3:10])([C:4]([CH3:6])([CH3:5])[CH3:7])([CH3:3])[CH3:2], predict the reactants needed to synthesize it. The reactants are: [Si:1]([O:8][C@H:9]([C@@:11]1([NH:31][C:32]([N:34]([CH3:36])[CH3:35])=[O:33])[C:16](=[O:17])[C@@:15]2([CH2:18][OH:19])[C@H:13]([O:14]2)[C@@H:12]1[NH:20][C:21](=[O:30])[O:22][CH2:23][C:24]1[CH:29]=[CH:28][CH:27]=[CH:26][CH:25]=1)[CH3:10])([C:4]([CH3:7])([CH3:6])[CH3:5])([CH3:3])[CH3:2].CCN(CC)CC.[CH3:44][C:45]([Si:48](Cl)([C:55]1[CH:60]=[CH:59][CH:58]=[CH:57][CH:56]=1)[C:49]1[CH:54]=[CH:53][CH:52]=[CH:51][CH:50]=1)([CH3:47])[CH3:46].[NH4+].[Cl-]. (2) Given the product [CH2:16]([C:18]1[N:23]=[CH:22][C:21]([CH2:24][N:25]([C:26]2[CH:27]=[CH:28][C:29]([CH:32]([CH3:33])[CH3:34])=[CH:30][CH:31]=2)[C:13]([CH:10]2[C:11]3[C:6](=[CH:5][CH:4]=[C:3]([O:2][CH3:1])[CH:12]=3)[CH2:7][CH2:8][CH2:9]2)=[O:15])=[CH:20][CH:19]=1)[CH3:17], predict the reactants needed to synthesize it. The reactants are: [CH3:1][O:2][C:3]1[CH:12]=[C:11]2[C:6]([CH2:7][CH2:8][CH2:9][CH:10]2[C:13]([OH:15])=O)=[CH:5][CH:4]=1.[CH2:16]([C:18]1[N:23]=[CH:22][C:21]([CH2:24][NH:25][C:26]2[CH:31]=[CH:30][C:29]([CH:32]([CH3:34])[CH3:33])=[CH:28][CH:27]=2)=[CH:20][CH:19]=1)[CH3:17]. (3) Given the product [F:15][C:16]1[CH:17]=[C:18]([CH:22]=[CH:23][CH:24]=1)[C:19]([N:10]=[C:8]1[N:7]([CH:26]([CH2:31][CH3:32])[C:27]([OH:29])=[O:28])[C:6]2[CH:11]=[CH:12][C:3]([C:2]([F:1])([F:13])[F:14])=[CH:4][C:5]=2[S:9]1)=[O:20], predict the reactants needed to synthesize it. The reactants are: [F:1][C:2]([F:14])([F:13])[C:3]1[CH:12]=[CH:11][C:6]2[N:7]=[C:8]([NH2:10])[S:9][C:5]=2[CH:4]=1.[F:15][C:16]1[CH:17]=[C:18]([CH:22]=[CH:23][CH:24]=1)[C:19](Cl)=[O:20].Br[CH:26]([CH2:31][CH3:32])[C:27]([O:29]C)=[O:28].COC1C=CC2N=C(N)SC=2C=1.ClC1C=C(C=CC=1)C(Cl)=O.BrCC(OCC)=O.